Dataset: Experimentally validated miRNA-target interactions with 360,000+ pairs, plus equal number of negative samples. Task: Binary Classification. Given a miRNA mature sequence and a target amino acid sequence, predict their likelihood of interaction. (1) The miRNA is hsa-miR-200a-5p with sequence CAUCUUACCGGACAGUGCUGGA. The protein sequence of the target gene is MPSVALKSPRLRRVFVVGVGMTKFMKPGGENSRDYPDMAKEAGQKALEDAQIPYSAVEQACVGYVYGDSTSGQRAIYHSLGLTGIPIINVNNNCSTGSTALFMAHQLIQGGLANCVLALGFEKMERGSIGTKFSDRTTPTDKHIEVLIDKYGLSAHPITPQMFGYAGKEHMEKYGTKVEHFAKIGWKNHKHSVNNTYSQFQDEYSLEEVMKSKPVFDFLTILQCCPTSDGAAAAILSSEEFVQQYGLQSKAVEIVAQEMMTDLPSTFEEKSIIKVVGYDMSKEAARRCYEKSGLTPNDVD.... Result: 0 (no interaction). (2) The miRNA is hsa-miR-6849-5p with sequence GAGUGGAUAGGGGAGUGUGUGGA. The protein sequence of the target gene is MFNKSFGTPFGGGTGGFGTTSTFGQNTGFGTTSGGAFGTSAFGSSNNTGGLFGNSQTKPGGLFGTSSFSQPATSTSTGFGFGTSTGTANTLFGTASTGTSLFSSQNNAFAQNKPTGFGNFGTSTSSGGLFGTTNTTSNPFGSTSGSLFGPSSFTAAPTGTTIKFNPPTGTDTMVKAGVSTNISTKHQCITAMKEYESKSLEELRLEDYQANRKGPQNQVGAGTTTGLFGSSPATSSATGLFSSSTTNSGFAYGQNKTAFGTSTTGFGTNPGGLFGQQNQQTTSLFSKPFGQATTTQNTGF.... Result: 0 (no interaction).